Dataset: Full USPTO retrosynthesis dataset with 1.9M reactions from patents (1976-2016). Task: Predict the reactants needed to synthesize the given product. (1) Given the product [C:45]([O:44][C:42]([NH:49][CH2:50][C:51]([O:24][C:21]1([CH2:20][O:19][C:15]2[CH:14]=[C:13]3[C:18]([C:9]([O:8][C:7]4[CH:6]=[CH:5][C:4]([NH:25][C:26]([C:28]5[C:29](=[O:41])[N:30]([C:35]6[CH:36]=[CH:37][CH:38]=[CH:39][CH:40]=6)[N:31]([CH3:34])[C:32]=5[CH3:33])=[O:27])=[CH:3][C:2]=4[F:1])=[CH:10][CH:11]=[N:12]3)=[CH:17][CH:16]=2)[CH2:22][CH2:23]1)=[O:52])=[O:43])([CH3:48])([CH3:47])[CH3:46], predict the reactants needed to synthesize it. The reactants are: [F:1][C:2]1[CH:3]=[C:4]([NH:25][C:26]([C:28]2[C:29](=[O:41])[N:30]([C:35]3[CH:40]=[CH:39][CH:38]=[CH:37][CH:36]=3)[N:31]([CH3:34])[C:32]=2[CH3:33])=[O:27])[CH:5]=[CH:6][C:7]=1[O:8][C:9]1[C:18]2[C:13](=[CH:14][C:15]([O:19][CH2:20][C:21]3([OH:24])[CH2:23][CH2:22]3)=[CH:16][CH:17]=2)[N:12]=[CH:11][CH:10]=1.[C:42]([NH:49][CH2:50][C:51](O)=[O:52])([O:44][C:45]([CH3:48])([CH3:47])[CH3:46])=[O:43].C1CCC(N=C=NC2CCCCC2)CC1. (2) Given the product [NH2:1][C:2]1[C:7]([I:12])=[N:6][C:5]([C:8]([F:11])([F:9])[F:10])=[CH:4][CH:3]=1, predict the reactants needed to synthesize it. The reactants are: [NH2:1][C:2]1[CH:3]=[CH:4][C:5]([C:8]([F:11])([F:10])[F:9])=[N:6][CH:7]=1.[I:12]I. (3) Given the product [CH3:51][O:50][CH2:49][CH2:48][CH2:47][N:43]1[C:42]2[CH:52]=[C:38]([CH2:27][O:26][C@H:10]3[CH2:11][NH:12][CH2:13][C@@H:14]([OH:15])[C@@H:9]3[C:6]3[CH:7]=[CH:8][C:3]([CH2:2][O:56][CH2:55][C@@H:54]([CH3:53])[CH2:57][S:58][CH3:59])=[CH:4][CH:5]=3)[CH:39]=[CH:40][C:41]=2[O:46][CH2:45][CH2:44]1, predict the reactants needed to synthesize it. The reactants are: Cl[CH2:2][C:3]1[CH:8]=[CH:7][C:6]([C@H:9]2[C@H:14]([O:15][Si](C(C)C)(C(C)C)C(C)C)[CH2:13][NH:12][CH2:11][C@@H:10]2[O:26][CH:27]([C:38]2[CH:39]=[CH:40][C:41]3[O:46][CH2:45][CH2:44][N:43]([CH2:47][CH2:48][CH2:49][O:50][CH3:51])[C:42]=3[CH:52]=2)S(C2C=CC(C)=CC=2)(=O)=O)=[CH:5][CH:4]=1.[CH3:53][C@@H:54]([CH2:57][S:58][CH3:59])[CH2:55][OH:56]. (4) Given the product [C:1]([O:19][CH2:30][CH2:29][CH2:28][CH2:27][CH2:26][CH2:25][CH2:24][CH2:23][CH:22]=[CH2:21])(=[O:34])[CH2:2][CH2:3][CH2:4][CH2:5][CH2:6][CH2:7][CH2:8]/[CH:9]=[CH:10]\[CH2:11][CH2:12][CH2:13][CH2:14][CH2:15][CH2:16][CH2:17][CH3:18], predict the reactants needed to synthesize it. The reactants are: [C:1](Cl)(=[O:19])[CH2:2][CH2:3][CH2:4][CH2:5][CH2:6][CH2:7][CH2:8]/[CH:9]=[CH:10]\[CH2:11][CH2:12][CH2:13][CH2:14][CH2:15][CH2:16][CH2:17][CH3:18].[CH2:21](O)[CH2:22][CH2:23][CH2:24][CH2:25][CH2:26][CH2:27][CH2:28][CH:29]=[CH2:30].C(OCC)(=[O:34])C.CCCCCC. (5) The reactants are: [NH2:1][C@H:2]1[C:10]2[C:5](=[CH:6][CH:7]=[C:8]([O:11][C:12]3[N:13]=[C:14]4[C:20]([CH:21]=[O:22])=[CH:19][N:18]([CH2:23][O:24][CH2:25][CH2:26][Si:27]([CH3:30])([CH3:29])[CH3:28])[C:15]4=[N:16][CH:17]=3)[CH:9]=2)[CH2:4][CH2:3]1.N1C=CC=CC=1.[CH3:37][C:38](OC(C)=O)=[O:39]. Given the product [CH:21]([C:20]1[C:14]2[C:15](=[N:16][CH:17]=[C:12]([O:11][C:8]3[CH:9]=[C:10]4[C:5]([CH2:4][CH2:3][C@H:2]4[NH:1][C:38](=[O:39])[CH3:37])=[CH:6][CH:7]=3)[N:13]=2)[N:18]([CH2:23][O:24][CH2:25][CH2:26][Si:27]([CH3:30])([CH3:29])[CH3:28])[CH:19]=1)=[O:22], predict the reactants needed to synthesize it. (6) Given the product [C:14]([O:13][C:11](=[O:12])[NH:10][CH:5]([CH2:6][OH:7])[C:4]([CH3:19])([CH3:18])[CH2:3][OH:2])([CH3:17])([CH3:15])[CH3:16], predict the reactants needed to synthesize it. The reactants are: C[O:2][C:3](=O)[C:4]([CH3:19])([CH3:18])[CH:5]([NH:10][C:11]([O:13][C:14]([CH3:17])([CH3:16])[CH3:15])=[O:12])[C:6](OC)=[O:7].[H-].C([Al+]CC(C)C)C(C)C. (7) Given the product [Cl:1][C:2]1[CH:3]=[CH:4][C:5]([C:8]2[S:12][C:11]([O:13][CH2:15][C:16]3[C:21]([CH3:22])=[CH:20][CH:19]=[CH:18][C:17]=3[N:23]3[C:27](=[O:28])[N:26]([CH3:29])[N:25]=[N:24]3)=[N:10][N:9]=2)=[CH:6][CH:7]=1, predict the reactants needed to synthesize it. The reactants are: [Cl:1][C:2]1[CH:7]=[CH:6][C:5]([C:8]2[S:12][C:11](=[O:13])[NH:10][N:9]=2)=[CH:4][CH:3]=1.Br[CH2:15][C:16]1[C:21]([CH3:22])=[CH:20][CH:19]=[CH:18][C:17]=1[N:23]1[C:27](=[O:28])[N:26]([CH3:29])[N:25]=[N:24]1.C(=O)([O-])[O-].[K+].[K+].C(#N)C.